The task is: Regression. Given two drug SMILES strings and cell line genomic features, predict the synergy score measuring deviation from expected non-interaction effect.. This data is from NCI-60 drug combinations with 297,098 pairs across 59 cell lines. (1) Drug 1: CNC(=O)C1=CC=CC=C1SC2=CC3=C(C=C2)C(=NN3)C=CC4=CC=CC=N4. Drug 2: CCC1(CC2CC(C3=C(CCN(C2)C1)C4=CC=CC=C4N3)(C5=C(C=C6C(=C5)C78CCN9C7C(C=CC9)(C(C(C8N6C=O)(C(=O)OC)O)OC(=O)C)CC)OC)C(=O)OC)O.OS(=O)(=O)O. Cell line: HS 578T. Synergy scores: CSS=41.5, Synergy_ZIP=0.702, Synergy_Bliss=2.82, Synergy_Loewe=-15.4, Synergy_HSA=0.208. (2) Drug 1: C1=CC=C(C(=C1)C(C2=CC=C(C=C2)Cl)C(Cl)Cl)Cl. Drug 2: C1=NC2=C(N=C(N=C2N1C3C(C(C(O3)CO)O)F)Cl)N. Cell line: M14. Synergy scores: CSS=14.6, Synergy_ZIP=0.325, Synergy_Bliss=1.28, Synergy_Loewe=-3.89, Synergy_HSA=2.08. (3) Drug 1: CCC1=C2CN3C(=CC4=C(C3=O)COC(=O)C4(CC)O)C2=NC5=C1C=C(C=C5)O. Drug 2: CN1C2=C(C=C(C=C2)N(CCCl)CCCl)N=C1CCCC(=O)O.Cl. Cell line: SK-MEL-5. Synergy scores: CSS=39.7, Synergy_ZIP=-4.45, Synergy_Bliss=-4.14, Synergy_Loewe=-16.7, Synergy_HSA=-0.908. (4) Drug 2: C1=NC2=C(N=C(N=C2N1C3C(C(C(O3)CO)O)O)F)N. Synergy scores: CSS=10.4, Synergy_ZIP=0.723, Synergy_Bliss=1.81, Synergy_Loewe=-29.3, Synergy_HSA=0.674. Drug 1: COC1=CC(=CC(=C1O)OC)C2C3C(COC3=O)C(C4=CC5=C(C=C24)OCO5)OC6C(C(C7C(O6)COC(O7)C8=CC=CS8)O)O. Cell line: 786-0. (5) Drug 1: CNC(=O)C1=CC=CC=C1SC2=CC3=C(C=C2)C(=NN3)C=CC4=CC=CC=N4. Drug 2: CC1CCCC2(C(O2)CC(NC(=O)CC(C(C(=O)C(C1O)C)(C)C)O)C(=CC3=CSC(=N3)C)C)C. Cell line: HS 578T. Synergy scores: CSS=1.04, Synergy_ZIP=0.231, Synergy_Bliss=3.20, Synergy_Loewe=-2.87, Synergy_HSA=-0.159. (6) Drug 1: CC12CCC3C(C1CCC2O)C(CC4=C3C=CC(=C4)O)CCCCCCCCCS(=O)CCCC(C(F)(F)F)(F)F. Drug 2: CCC1(C2=C(COC1=O)C(=O)N3CC4=CC5=C(C=CC(=C5CN(C)C)O)N=C4C3=C2)O.Cl. Cell line: RXF 393. Synergy scores: CSS=13.3, Synergy_ZIP=-3.61, Synergy_Bliss=0.929, Synergy_Loewe=-49.3, Synergy_HSA=-1.44. (7) Drug 1: CC1=CC2C(CCC3(C2CCC3(C(=O)C)OC(=O)C)C)C4(C1=CC(=O)CC4)C. Drug 2: CN1C2=C(C=C(C=C2)N(CCCl)CCCl)N=C1CCCC(=O)O.Cl. Cell line: SK-OV-3. Synergy scores: CSS=0.288, Synergy_ZIP=-0.377, Synergy_Bliss=-1.52, Synergy_Loewe=-3.19, Synergy_HSA=-1.44. (8) Drug 1: CC1=C(C=C(C=C1)C(=O)NC2=CC(=CC(=C2)C(F)(F)F)N3C=C(N=C3)C)NC4=NC=CC(=N4)C5=CN=CC=C5. Drug 2: C1CN1C2=NC(=NC(=N2)N3CC3)N4CC4. Cell line: SK-MEL-2. Synergy scores: CSS=14.7, Synergy_ZIP=4.25, Synergy_Bliss=0.887, Synergy_Loewe=-16.3, Synergy_HSA=-7.45. (9) Drug 1: CN(C)N=NC1=C(NC=N1)C(=O)N. Drug 2: CC1CCC2CC(C(=CC=CC=CC(CC(C(=O)C(C(C(=CC(C(=O)CC(OC(=O)C3CCCCN3C(=O)C(=O)C1(O2)O)C(C)CC4CCC(C(C4)OC)O)C)C)O)OC)C)C)C)OC. Cell line: OVCAR-8. Synergy scores: CSS=6.22, Synergy_ZIP=-2.45, Synergy_Bliss=-6.20, Synergy_Loewe=-16.3, Synergy_HSA=-7.61. (10) Cell line: OVCAR-4. Synergy scores: CSS=7.99, Synergy_ZIP=-2.08, Synergy_Bliss=0.608, Synergy_Loewe=-0.631, Synergy_HSA=0.0522. Drug 2: C1CCC(C(C1)N)N.C(=O)(C(=O)[O-])[O-].[Pt+4]. Drug 1: C1=CN(C=N1)CC(O)(P(=O)(O)O)P(=O)(O)O.